The task is: Predict the reactants needed to synthesize the given product.. This data is from Full USPTO retrosynthesis dataset with 1.9M reactions from patents (1976-2016). (1) Given the product [Cl:23][CH2:24][C:25]([N:7]([CH2:8][CH2:9][NH:10][C:11](=[O:17])[O:12][C:13]([CH3:15])([CH3:16])[CH3:14])[C:6]1[CH:18]=[CH:19][CH:20]=[C:4]([O:3][C:2]([F:21])([F:22])[F:1])[CH:5]=1)=[O:26], predict the reactants needed to synthesize it. The reactants are: [F:1][C:2]([F:22])([F:21])[O:3][C:4]1[CH:5]=[C:6]([CH:18]=[CH:19][CH:20]=1)[NH:7][CH2:8][CH2:9][NH:10][C:11](=[O:17])[O:12][C:13]([CH3:16])([CH3:15])[CH3:14].[Cl:23][CH2:24][C:25](Cl)=[O:26].C([O-])(O)=O.[Na+]. (2) The reactants are: Br[CH2:2][C:3]([O:5][CH2:6][CH3:7])=[O:4].[C:8](=O)([O-])[O-].[K+].[K+].[Cl:14][C:15]1[CH:16]=[C:17]([C:24]2[O:28][N:27]=[C:26]([C:29]3[C:34]4[CH:35]=[CH:36][O:37][C:33]=4[C:32]([OH:38])=[CH:31][CH:30]=3)[N:25]=2)[CH:18]=[CH:19][C:20]=1[O:21][CH2:22][CH3:23].O. Given the product [Cl:14][C:15]1[CH:16]=[C:17]([C:24]2[O:28][N:27]=[C:26]([C:29]3[C:34]4[CH:35]=[CH:36][O:37][C:33]=4[C:32]([O:38][CH2:2][C:3]([O:5][CH2:6][CH3:7])=[O:4])=[CH:31][CH:30]=3)[N:25]=2)[CH:18]=[CH:19][C:20]=1[O:21][CH:22]([CH3:8])[CH3:23], predict the reactants needed to synthesize it. (3) The reactants are: Br[C:2]1[S:3][CH:4]=[CH:5][CH:6]=1.C([Li])CCC.[CH:12](=[O:19])[C:13]1[CH:18]=[CH:17][N:16]=[CH:15][CH:14]=1. Given the product [N:16]1[CH:17]=[CH:18][C:13]([CH:12]([C:2]2[S:3][CH:4]=[CH:5][CH:6]=2)[OH:19])=[CH:14][CH:15]=1, predict the reactants needed to synthesize it. (4) Given the product [CH2:1]([O:3][C:4](=[O:16])[C:5]1[CH:6]=[C:7]([Br:15])[C:8]([F:14])=[C:9]([NH2:11])[CH:10]=1)[CH3:2], predict the reactants needed to synthesize it. The reactants are: [CH2:1]([O:3][C:4](=[O:16])[C:5]1[CH:10]=[C:9]([N+:11]([O-])=O)[C:8]([F:14])=[C:7]([Br:15])[CH:6]=1)[CH3:2].